Dataset: Reaction yield outcomes from USPTO patents with 853,638 reactions. Task: Predict the reaction yield, written as a fraction of the theoretical maximum amount of product (1.0 means a 100% yield; for example, 0.34 means a 34% yield). The reactants are [C:1]([N:8]1[CH2:13][CH2:12][N:11]2[CH2:14][C@H:15]([CH2:18][OH:19])[CH2:16][CH2:17][C@H:10]2[CH2:9]1)([O:3][C:4]([CH3:7])([CH3:6])[CH3:5])=[O:2].C(N(CC)CC)C.[CH3:27][S:28](Cl)(=[O:30])=[O:29].[OH-].[Na+]. The catalyst is C(Cl)Cl.O. The product is [C:1]([N:8]1[CH2:13][CH2:12][N:11]2[CH2:14][C@H:15]([CH2:18][O:19][S:28]([CH3:27])(=[O:30])=[O:29])[CH2:16][CH2:17][C@H:10]2[CH2:9]1)([O:3][C:4]([CH3:7])([CH3:6])[CH3:5])=[O:2]. The yield is 1.00.